From a dataset of Full USPTO retrosynthesis dataset with 1.9M reactions from patents (1976-2016). Predict the reactants needed to synthesize the given product. (1) Given the product [CH2:21]([N:23]([C:24]1[CH:29]=[CH:28][CH:27]=[CH:26][CH:25]=1)[C:9]([C:6]1[CH:5]=[C:4]([N+:1]([O-:3])=[O:2])[S:8][CH:7]=1)=[O:11])[CH3:22], predict the reactants needed to synthesize it. The reactants are: [N+:1]([C:4]1[S:8][CH:7]=[C:6]([C:9]([OH:11])=O)[CH:5]=1)([O-:3])=[O:2].CN(C=O)C.S(Cl)(Cl)=O.[CH2:21]([NH:23][C:24]1[CH:29]=[CH:28][CH:27]=[CH:26][CH:25]=1)[CH3:22]. (2) Given the product [F:20][C:12]1[CH:13]=[C:14]([CH:17]=[C:18]([F:19])[C:11]=1[OH:10])[C:15]([O:2][CH3:1])=[O:26], predict the reactants needed to synthesize it. The reactants are: [CH3:1][OH:2].C([O:10][C:11]1[C:18]([F:19])=[CH:17][C:14]([C:15]#N)=[CH:13][C:12]=1[F:20])C1C=CC=CC=1.S(=O)(=O)(O)O.[OH2:26]. (3) Given the product [CH2:8]([O:10][C:11]([C@@H:13]1[CH2:17][C@H:16]([NH2:18])[CH2:15][N:14]1[CH2:31][CH:32]1[CH2:37][CH2:36][CH2:35][CH2:34][CH2:33]1)=[O:12])[CH3:9], predict the reactants needed to synthesize it. The reactants are: FC(F)(F)C(O)=O.[CH2:8]([O:10][C:11]([C@@H:13]1[CH2:17][C@H:16]([N:18]=[N+]=[N-])[CH2:15][NH:14]1)=[O:12])[CH3:9].COC([C@@H]1C[C@H](N)CN1[CH2:31][CH:32]1[CH2:37][CH2:36][CH2:35][CH2:34][CH2:33]1)=O. (4) Given the product [Br:1][C:2]1[CH:3]=[CH:4][C:5]([C:8]([O:11][CH3:13])([CH3:9])[CH3:10])=[CH:6][CH:7]=1, predict the reactants needed to synthesize it. The reactants are: [Br:1][C:2]1[CH:7]=[CH:6][C:5]([C:8]([OH:11])([CH3:10])[CH3:9])=[CH:4][CH:3]=1.I[CH3:13].[H-].[Na+]. (5) Given the product [C:1]([O:5][C:6]([N:8]1[CH2:12][CH2:11][C@H:10]([C@@H:13]([OH:22])[CH2:15][O:14][CH2:17][CH3:18])[CH2:9]1)=[O:7])([CH3:2])([CH3:3])[CH3:4], predict the reactants needed to synthesize it. The reactants are: [C:1]([O:5][C:6]([N:8]1[CH2:12][CH2:11][C@H:10]([C@@H:13]2[CH2:15][O:14]2)[CH2:9]1)=[O:7])([CH3:4])([CH3:3])[CH3:2].[O-][CH2:17][CH3:18].[Na+].CC[OH:22].